From a dataset of Reaction yield outcomes from USPTO patents with 853,638 reactions. Predict the reaction yield, written as a fraction of the theoretical maximum amount of product (1.0 means a 100% yield; for example, 0.34 means a 34% yield). (1) The reactants are Br[C:2]1[CH:9]=[C:8]([N:10]2[C:18]3[CH2:17][C:16]([CH3:20])([CH3:19])[CH2:15][C:14](=[O:21])[C:13]=3[C:12]([CH3:22])=[CH:11]2)[CH:7]=[CH:6][C:3]=1[C:4]#[N:5].[CH3:23][O:24][CH2:25][CH2:26][NH2:27].CC(C)([O-:31])C.[Na+]. The catalyst is C1(C)C=CC=CC=1.CS(C)=O.C(O)C.[OH-].[Na+].OO.O.C([O-])(=O)C.[Pd+2].C([O-])(=O)C.C1(P(C2C=CC=CC=2)[C-]2C=CC=C2)C=CC=CC=1.[C-]1(P(C2C=CC=CC=2)C2C=CC=CC=2)C=CC=C1.[Fe+2]. The product is [CH3:23][O:24][CH2:25][CH2:26][NH:27][C:2]1[CH:9]=[C:8]([N:10]2[C:18]3[CH2:17][C:16]([CH3:20])([CH3:19])[CH2:15][C:14](=[O:21])[C:13]=3[C:12]([CH3:22])=[CH:11]2)[CH:7]=[CH:6][C:3]=1[C:4]([NH2:5])=[O:31]. The yield is 0.850. (2) The reactants are [C:1]([O:5][C:6]([N:8]1[CH2:13][CH2:12][C:11]2[N:14]([CH3:24])[C:15]([C:17]3[CH:22]=[CH:21][N:20]=[C:19](Cl)[CH:18]=3)=[CH:16][C:10]=2[C:9]1=[O:25])=[O:7])([CH3:4])([CH3:3])[CH3:2].[C:26](=[O:36])([O:28][CH2:29][C:30]1[CH:35]=[CH:34][CH:33]=[CH:32][CH:31]=1)[NH2:27].CC1(C)C2C(=C(P(C3C=CC=CC=3)C3C=CC=CC=3)C=CC=2)OC2C(P(C3C=CC=CC=3)C3C=CC=CC=3)=CC=CC1=2.C([O-])([O-])=O.[Cs+].[Cs+]. The catalyst is O1CCOCC1.CC([O-])=O.CC([O-])=O.[Pd+2]. The product is [C:1]([O:5][C:6]([N:8]1[CH2:13][CH2:12][C:11]2[N:14]([CH3:24])[C:15]([C:17]3[CH:22]=[CH:21][N:20]=[C:19]([NH:27][C:26]([O:28][CH2:29][C:30]4[CH:35]=[CH:34][CH:33]=[CH:32][CH:31]=4)=[O:36])[CH:18]=3)=[CH:16][C:10]=2[C:9]1=[O:25])=[O:7])([CH3:4])([CH3:3])[CH3:2]. The yield is 0.580. (3) The reactants are [OH:1][CH:2]([C:15]1[CH:20]=[CH:19][CH:18]=[CH:17][CH:16]=1)[CH:3]1[CH2:7][CH2:6][N:5]([C:8]([O:10][C:11]([CH3:14])([CH3:13])[CH3:12])=[O:9])[CH2:4]1.[CH3:21][O:22][CH2:23][CH2:24][CH2:25][CH2:26]I.[H-].[Na+]. The catalyst is C1COCC1.CCOCC. The product is [CH3:21][O:22][CH2:23][CH2:24][CH2:25][CH2:26][O:1][CH:2]([C:15]1[CH:16]=[CH:17][CH:18]=[CH:19][CH:20]=1)[CH:3]1[CH2:7][CH2:6][N:5]([C:8]([O:10][C:11]([CH3:13])([CH3:14])[CH3:12])=[O:9])[CH2:4]1. The yield is 0.170. (4) The reactants are [NH2:1][C:2]1[N:10]=[CH:9][N:8]=[C:7]2[C:3]=1[N:4]=[CH:5][N:6]2[CH:11]1[CH:15]([O:16]C(=O)C2C=CC=CC=2)[CH2:14][CH:13]([CH:25]=[CH:26][P:27]([O:32]CC)([O:29]CC)=[O:28])[O:12]1.NC1NC(=O)C2N=NN(C3OC(C=CP(=O)(O)O)CC3O)C=2N=1. No catalyst specified. The product is [NH2:1][C:2]1[N:10]=[CH:9][N:8]=[C:7]2[C:3]=1[N:4]=[CH:5][N:6]2[CH:11]1[O:12][CH:13]([CH:25]=[CH:26][P:27](=[O:28])([OH:29])[OH:32])[CH2:14][CH:15]1[OH:16]. The yield is 0.680. (5) The reactants are [F:1][C:2]([F:30])([F:29])[C@H:3]([N:7]1[CH:11]=[C:10]([C:12]2[C:13]3[CH:20]=[CH:19][N:18]([CH2:21][O:22][CH2:23][CH2:24][Si:25]([CH3:28])([CH3:27])[CH3:26])[C:14]=3[N:15]=[CH:16][N:17]=2)[CH:9]=[N:8]1)[CH2:4][C:5]#N.[H-].C([Al+]CC(C)C)C(C)C.C[OH:42].Cl. The catalyst is C(Cl)Cl.O. The product is [F:1][C:2]([F:29])([F:30])[C@H:3]([N:7]1[CH:11]=[C:10]([C:12]2[C:13]3[CH:20]=[CH:19][N:18]([CH2:21][O:22][CH2:23][CH2:24][Si:25]([CH3:26])([CH3:27])[CH3:28])[C:14]=3[N:15]=[CH:16][N:17]=2)[CH:9]=[N:8]1)[CH2:4][CH:5]=[O:42]. The yield is 0.470. (6) The reactants are [CH3:1][O:2][C:3]([NH:5][C@H:6]([C:10]([N:12]1[C@@H:16]([CH3:17])[CH2:15][CH2:14][C@H:13]1[C:18]1[NH:22][C:21]2[C:23]3[C:28]([CH2:29][CH2:30][C:20]=2[N:19]=1)=[CH:27][C:26]1[C:31]2[C:36]([CH2:37][O:38][C:25]=1[CH:24]=3)=[CH:35][C:34]([C:39]1[NH:43][C:42]([C@@H:44]3[CH2:48][C@H:47]([CH2:49][O:50][CH3:51])[CH2:46][N:45]3[C:52]([O:54][C:55]([CH3:58])([CH3:57])[CH3:56])=[O:53])=[N:41][CH:40]=1)=[CH:33][CH:32]=2)=[O:11])[CH:7]([CH3:9])[CH3:8])=[O:4].CO. The catalyst is C(Cl)Cl.O=[Mn]=O. The product is [CH3:1][O:2][C:3]([NH:5][C@H:6]([C:10]([N:12]1[C@@H:16]([CH3:17])[CH2:15][CH2:14][C@H:13]1[C:18]1[NH:22][C:21]2[C:23]3[C:28]([CH:29]=[CH:30][C:20]=2[N:19]=1)=[CH:27][C:26]1[C:31]2[C:36]([CH2:37][O:38][C:25]=1[CH:24]=3)=[CH:35][C:34]([C:39]1[NH:43][C:42]([C@@H:44]3[CH2:48][C@H:47]([CH2:49][O:50][CH3:51])[CH2:46][N:45]3[C:52]([O:54][C:55]([CH3:58])([CH3:57])[CH3:56])=[O:53])=[N:41][CH:40]=1)=[CH:33][CH:32]=2)=[O:11])[CH:7]([CH3:9])[CH3:8])=[O:4]. The yield is 0.580. (7) The reactants are [F:1][C:2]1[CH:7]=[C:6]([S:8]([CH3:11])(=[O:10])=[O:9])[CH:5]=[CH:4][C:3]=1[NH:12][C@H:13]1[CH2:18][CH2:17][CH2:16][N:15]([CH:19]2[CH2:24][CH2:23][N:22](C(OC(C)(C)C)=O)[CH2:21][CH2:20]2)[C:14]1=[O:32].[ClH:33]. The catalyst is C(Cl)Cl.O1CCOCC1. The product is [ClH:33].[F:1][C:2]1[CH:7]=[C:6]([S:8]([CH3:11])(=[O:10])=[O:9])[CH:5]=[CH:4][C:3]=1[NH:12][C@H:13]1[CH2:18][CH2:17][CH2:16][N:15]([CH:19]2[CH2:20][CH2:21][NH:22][CH2:23][CH2:24]2)[C:14]1=[O:32]. The yield is 1.00. (8) The reactants are [Cl:1][C:2]1[C:3]([O:12][C:13]2[CH:18]=[C:17]([O:19][CH2:20][CH2:21][O:22][CH3:23])[CH:16]=[CH:15][C:14]=2[CH2:24][CH2:25][CH2:26][OH:27])=[N:4][CH:5]=[C:6]([C:8]([F:11])([F:10])[F:9])[CH:7]=1.Cl[S:29]([N:32]=[C:33]=[O:34])(=[O:31])=[O:30].[C:35]1([CH2:41][CH2:42][NH2:43])[CH:40]=[CH:39][CH:38]=[CH:37][CH:36]=1.Cl. The catalyst is ClCCl.C(OCC)(=O)C.N1C=CC=CC=1. The product is [C:35]1([CH2:41][CH2:42][NH:43][S:29]([NH:32][C:33](=[O:34])[O:27][CH2:26][CH2:25][CH2:24][C:14]2[CH:15]=[CH:16][C:17]([O:19][CH2:20][CH2:21][O:22][CH3:23])=[CH:18][C:13]=2[O:12][C:3]2[C:2]([Cl:1])=[CH:7][C:6]([C:8]([F:9])([F:11])[F:10])=[CH:5][N:4]=2)(=[O:31])=[O:30])[CH:40]=[CH:39][CH:38]=[CH:37][CH:36]=1. The yield is 0.760. (9) The reactants are [F:1][C:2]1[CH:7]=[CH:6][C:5]([P:8](=[O:13])([CH:11]=[CH2:12])[CH:9]=[CH2:10])=[CH:4][CH:3]=1.[CH2:14]([NH2:21])[C:15]1[CH:20]=[CH:19][CH:18]=[CH:17][CH:16]=1. The catalyst is C1COCC1.O. The product is [CH2:14]([N:21]1[CH2:12][CH2:11][P:8](=[O:13])([C:5]2[CH:4]=[CH:3][C:2]([F:1])=[CH:7][CH:6]=2)[CH2:9][CH2:10]1)[C:15]1[CH:20]=[CH:19][CH:18]=[CH:17][CH:16]=1. The yield is 0.820. (10) The reactants are [Br:1][C:2]1[C:7]([O:8][CH3:9])=[CH:6][CH:5]=[CH:4][C:3]=1[F:10].[CH3:11][O:12]C(Cl)Cl. The catalyst is [Ti](Cl)(Cl)(Cl)Cl.ClCCl. The product is [Br:1][C:2]1[C:3]([F:10])=[C:4]([CH:5]=[CH:6][C:7]=1[O:8][CH3:9])[CH:11]=[O:12]. The yield is 0.740.